Predict the product of the given reaction. From a dataset of Forward reaction prediction with 1.9M reactions from USPTO patents (1976-2016). Given the reactants F[C:2]1[CH:7]=[CH:6][C:5]([C:8]2[C:13]([C:14]3[CH:15]=[C:16]4[C:20](=[CH:21][CH:22]=3)[NH:19][N:18]=[CH:17]4)=[CH:12][CH:11]=[CH:10][N:9]=2)=[CH:4][C:3]=1C.C1(P(C2CCCCC2)C2C=CC=CC=2C2C(C(C)C)=CC(C(C)C)=CC=2C(C)C)CCCCC1.[Br-].CC1[N:65]=C([Zn+])C=CC=1, predict the reaction product. The product is: [CH3:4][C:3]1[N:65]=[C:5]([C:8]2[C:13]([C:14]3[CH:15]=[C:16]4[C:20](=[CH:21][CH:22]=3)[NH:19][N:18]=[CH:17]4)=[CH:12][CH:11]=[CH:10][N:9]=2)[CH:6]=[CH:7][CH:2]=1.